Dataset: Full USPTO retrosynthesis dataset with 1.9M reactions from patents (1976-2016). Task: Predict the reactants needed to synthesize the given product. (1) The reactants are: [Br:1][C:2]1[CH:3]=[C:4]([CH:9]=[CH:10][C:11]=1I)[C:5]([O:7][CH3:8])=[O:6].[CH3:13][O:14][C:15]1[CH:20]=[CH:19][CH:18]=[C:17]([O:21][CH3:22])[C:16]=1B(O)O.C(=O)([O-])[O-].[Cs+].[Cs+]. Given the product [Br:1][C:2]1[CH:3]=[C:4]([C:5]([O:7][CH3:8])=[O:6])[CH:9]=[CH:10][C:11]=1[C:16]1[C:15]([O:14][CH3:13])=[CH:20][CH:19]=[CH:18][C:17]=1[O:21][CH3:22], predict the reactants needed to synthesize it. (2) Given the product [Br:1][C:2]1[CH:9]=[CH:8][CH:7]=[C:4]([CH2:5][NH:11][CH2:12][CH2:13][OH:14])[C:3]=1[OH:10], predict the reactants needed to synthesize it. The reactants are: [Br:1][C:2]1[C:3]([OH:10])=[C:4]([CH:7]=[CH:8][CH:9]=1)[CH:5]=O.[NH2:11][CH2:12][CH2:13][OH:14].C(O[BH-](OC(=O)C)OC(=O)C)(=O)C.[Na+]. (3) Given the product [Cl:41][C:42]1[C:43]([O:52][CH2:53][C:54]2([C:64]#[N:65])[CH:55]3[CH2:56][CH:57]4[CH2:58][CH:59]([CH2:60][CH:61]2[CH2:62]4)[CH2:63]3)=[CH:44][C:45]([F:51])=[C:46]([CH:50]=1)[C:47]([NH:13][S:10]([CH2:9][CH2:8][O:7][CH3:6])(=[O:12])=[O:11])=[O:48], predict the reactants needed to synthesize it. The reactants are: CS(N)(=O)=O.[CH3:6][O:7][CH2:8][CH2:9][S:10]([NH2:13])(=[O:12])=[O:11].C(C1(COC2C(C3CC3)=CC(C(O)=O)=C(F)C=2)C2CC3CC(CC1C3)C2)#N.[Cl:41][C:42]1[C:43]([O:52][CH2:53][C:54]2([C:64]#[N:65])[CH:61]3[CH2:62][CH:57]4[CH2:58][CH:59]([CH2:63][CH:55]2[CH2:56]4)[CH2:60]3)=[CH:44][C:45]([F:51])=[C:46]([CH:50]=1)[C:47](O)=[O:48]. (4) Given the product [CH3:1][C:2]1([CH3:40])[O:7][C:6]2[CH:8]=[CH:9][C:10]([C@@H:12]([OH:16])[CH2:13][NH:14][CH2:18][CH2:19][CH2:20][CH2:21][CH2:22][CH2:23][O:24][CH2:25][CH2:26][CH2:27][CH2:28][C:29]3[CH:30]=[C:31]([NH:36][C:37]([NH2:39])=[O:38])[CH:32]=[C:33]([CH3:35])[CH:34]=3)=[CH:11][C:5]=2[CH2:4][O:3]1, predict the reactants needed to synthesize it. The reactants are: [CH3:1][C:2]1([CH3:40])[O:7][C:6]2[CH:8]=[CH:9][C:10]([C@H:12]3[O:16]C(=O)[N:14]([CH2:18][CH2:19][CH2:20][CH2:21][CH2:22][CH2:23][O:24][CH2:25][CH2:26][CH2:27][CH2:28][C:29]4[CH:30]=[C:31]([NH:36][C:37]([NH2:39])=[O:38])[CH:32]=[C:33]([CH3:35])[CH:34]=4)[CH2:13]3)=[CH:11][C:5]=2[CH2:4][O:3]1.C[Si](C)(C)[O-].[K+]. (5) Given the product [C:1]1([CH:7]2[CH2:11][CH2:10][N:9]([C:12](=[O:16])[CH2:13][CH2:14][CH3:15])[CH2:8]2)[CH:6]=[CH:5][CH:4]=[CH:3][CH:2]=1, predict the reactants needed to synthesize it. The reactants are: [C:1]1([CH:7]2[CH2:11][CH2:10][NH:9][CH2:8]2)[CH:6]=[CH:5][CH:4]=[CH:3][CH:2]=1.[C:12](Cl)(=[O:16])[CH2:13][CH2:14][CH3:15].C(N(CC)CC)C. (6) Given the product [Br:1][C:2]1[CH:3]=[C:4]([CH2:10][C:11](=[O:12])[CH2:17][CH3:18])[CH:5]=[CH:6][C:7]=1[O:8][CH3:9], predict the reactants needed to synthesize it. The reactants are: [Br:1][C:2]1[CH:3]=[C:4]([CH2:10][C:11](N(OC)C)=[O:12])[CH:5]=[CH:6][C:7]=1[O:8][CH3:9].[CH2:17]([Mg]Br)[CH3:18]. (7) Given the product [CH3:12][C:5]1[CH:6]=[N:7][C:8]2[C:3]([CH:4]=1)=[C:2]([CH3:13])[CH:11]=[CH:10][CH:9]=2, predict the reactants needed to synthesize it. The reactants are: Br[C:2]1[CH:11]=[CH:10][CH:9]=[C:8]2[C:3]=1[CH:4]=[C:5]([CH3:12])[CH:6]=[N:7]2.[C:13](=O)([O-])[O-].[K+].[K+].CB1OB(C)OB(C)O1.